From a dataset of Forward reaction prediction with 1.9M reactions from USPTO patents (1976-2016). Predict the product of the given reaction. (1) The product is: [Cl:20][C:21]1[C:22](=[O:29])[N:23]([CH3:28])[N:24]=[C:25]([C:5]2[NH:6][C:7]3[C:3]([CH:4]=2)=[C:2]([F:1])[CH:10]=[CH:9][CH:8]=3)[CH:26]=1. Given the reactants [F:1][C:2]1[CH:10]=[CH:9][CH:8]=[C:7]2[C:3]=1[CH:4]=[C:5](B1OC(C)(C)C(C)(C)O1)[NH:6]2.[Cl:20][C:21]1[C:22](=[O:29])[N:23]([CH3:28])[N:24]=[C:25](Cl)[CH:26]=1.C([O-])([O-])=O.[Cs+].[Cs+], predict the reaction product. (2) Given the reactants [CH2:1]([NH:3][C:4]([NH:6][C:7]1[N:15]=[CH:14][N:13]=[C:12]2[C:8]=1[N:9]=[CH:10][N:11]2[CH:16]1[CH:23]2[CH:19]([O:20][CH:21](/[CH:24]=[CH:25]/[C:26]3[CH:31]=[CH:30][CH:29]=[CH:28][CH:27]=3)[O:22]2)[CH:18]([CH2:32][OH:33])[O:17]1)=[O:5])[CH3:2].C(O)(=[O:36])C.C(O)(=O)C.IC1C=CC=CC=1.CC1(C)N([O])C(C)(C)CCC1, predict the reaction product. The product is: [CH2:1]([NH:3][C:4]([NH:6][C:7]1[N:15]=[CH:14][N:13]=[C:12]2[C:8]=1[N:9]=[CH:10][N:11]2[CH:16]1[CH:23]2[CH:19]([O:20][CH:21](/[CH:24]=[CH:25]/[C:26]3[CH:31]=[CH:30][CH:29]=[CH:28][CH:27]=3)[O:22]2)[CH:18]([C:32]([OH:36])=[O:33])[O:17]1)=[O:5])[CH3:2]. (3) Given the reactants [Cl:1][C:2]1[CH:23]=[C:22]([Cl:24])[CH:21]=[CH:20][C:3]=1[O:4][CH2:5][C:6]1[CH:7]=[C:8]([CH2:16][CH2:17][CH2:18][OH:19])[CH:9]=[C:10]([O:12][CH:13]([CH3:15])[CH3:14])[CH:11]=1.O[C:26]1[CH:30]=[C:29]([CH2:31][CH2:32][C:33]([O:35]CC)=[O:34])[N:28]([C:38]2[CH:43]=[CH:42][CH:41]=[CH:40][CH:39]=2)[N:27]=1.C(P(CCCC)CCCC)CCC.N(C(N1CCCCC1)=O)=NC(N1CCCCC1)=O.O1CCCC1CCO.[OH-].[Na+].Cl, predict the reaction product. The product is: [Cl:1][C:2]1[CH:23]=[C:22]([Cl:24])[CH:21]=[CH:20][C:3]=1[O:4][CH2:5][C:6]1[CH:7]=[C:8]([CH2:16][CH2:17][CH2:18][O:19][C:26]2[CH:30]=[C:29]([CH2:31][CH2:32][C:33]([OH:35])=[O:34])[N:28]([C:38]3[CH:43]=[CH:42][CH:41]=[CH:40][CH:39]=3)[N:27]=2)[CH:9]=[C:10]([O:12][CH:13]([CH3:15])[CH3:14])[CH:11]=1. (4) Given the reactants [Cl:1][C:2]1[N:7]=[C:6]([C:8]2[CH:13]=[CH:12][CH:11]=[CH:10][CH:9]=2)[N:5]=[C:4]([C:14]([NH:16][C:17]2[CH:22]=[CH:21][CH:20]=[CH:19][C:18]=2[C:23]2[S:24][C:25]([CH:28]3[CH2:33][CH2:32][O:31][CH2:30][CH2:29]3)=[N:26][N:27]=2)=[O:15])[CH:3]=1.[CH2:34]([NH:36][CH2:37][CH2:38][N:39]([CH3:41])[CH3:40])[CH3:35], predict the reaction product. The product is: [ClH:1].[CH3:40][N:39]([CH3:41])[CH2:38][CH2:37][N:36]([CH2:34][CH3:35])[C:2]1[N:7]=[C:6]([C:8]2[CH:13]=[CH:12][CH:11]=[CH:10][CH:9]=2)[N:5]=[C:4]([C:14]([NH:16][C:17]2[CH:22]=[CH:21][CH:20]=[CH:19][C:18]=2[C:23]2[S:24][C:25]([CH:28]3[CH2:33][CH2:32][O:31][CH2:30][CH2:29]3)=[N:26][N:27]=2)=[O:15])[CH:3]=1. (5) Given the reactants [NH2:1][N:2]1[C:6]([C:7](=[O:9])[NH2:8])=[CH:5][C:4]([C:10]([O:12][CH3:13])=[O:11])=[CH:3]1.F[C:15]1[CH:20]=[CH:19][C:18]([CH:21]2[O:25]C(=O)[O:23][C:22]2=O)=[CH:17][CH:16]=1, predict the reaction product. The product is: [C:7]([C:6]1[N:2]([NH:1][C:22](=[O:23])[CH:21]([OH:25])[C:18]2[CH:19]=[CH:20][CH:15]=[CH:16][CH:17]=2)[CH:3]=[C:4]([C:10]([O:12][CH3:13])=[O:11])[CH:5]=1)(=[O:9])[NH2:8]. (6) Given the reactants [F:1][C:2]([F:15])([F:14])[C:3]1[CH:8]=[CH:7][C:6]([C:9]2[CH2:10][NH:11][CH2:12][CH:13]=2)=[CH:5][CH:4]=1.Cl, predict the reaction product. The product is: [F:15][C:2]([F:1])([F:14])[C:3]1[CH:4]=[CH:5][C:6]([CH:9]2[CH2:13][CH2:12][NH:11][CH2:10]2)=[CH:7][CH:8]=1.